Dataset: Forward reaction prediction with 1.9M reactions from USPTO patents (1976-2016). Task: Predict the product of the given reaction. (1) Given the reactants [Cl:1]N1C(=O)CCC1=O.[CH3:9][O:10][C:11]1[C:17]([O:18][CH3:19])=[CH:16][CH:15]=C[C:12]=1[NH2:13].Cl[CH2:21][Cl:22], predict the reaction product. The product is: [Cl:1][C:16]1[CH:15]=[C:21]([Cl:22])[C:12]([NH2:13])=[C:11]([O:10][CH3:9])[C:17]=1[O:18][CH3:19]. (2) Given the reactants Br[C:2]1[CH:3]=[C:4]([NH:14][C:15](=[O:22])[C:16]2[CH:21]=[CH:20][CH:19]=[N:18][CH:17]=2)[CH:5]=[N:6][C:7]=1[O:8][CH2:9][C:10]([F:13])([F:12])[F:11].[Cl:23][C:24]1[CH:25]=[C:26](B(O)O)[CH:27]=[CH:28][CH:29]=1, predict the reaction product. The product is: [Cl:23][C:24]1[CH:29]=[C:28]([C:2]2[CH:3]=[C:4]([NH:14][C:15](=[O:22])[C:16]3[CH:21]=[CH:20][CH:19]=[N:18][CH:17]=3)[CH:5]=[N:6][C:7]=2[O:8][CH2:9][C:10]([F:13])([F:12])[F:11])[CH:27]=[CH:26][CH:25]=1. (3) Given the reactants [Cl:1][C:2]1[CH:3]=[CH:4][C:5]([CH2:8][CH2:9][C:10]2[CH:15]=[CH:14][N:13]([C:16]3[CH:21]=[CH:20][C:19]4[C:22]5[CH2:23][NH:24][CH2:25][CH2:26][C:27]=5[O:28][C:18]=4[CH:17]=3)[C:12](=[O:29])[N:11]=2)=[N:6][CH:7]=1.Cl.CCOCC, predict the reaction product. The product is: [ClH:1].[Cl:1][C:2]1[CH:3]=[CH:4][C:5]([CH2:8][CH2:9][C:10]2[CH:15]=[CH:14][N:13]([C:16]3[CH:21]=[CH:20][C:19]4[C:22]5[CH2:23][NH:24][CH2:25][CH2:26][C:27]=5[O:28][C:18]=4[CH:17]=3)[C:12](=[O:29])[N:11]=2)=[N:6][CH:7]=1. (4) Given the reactants [CH:1]([C:3]1[CH:12]=[C:11]2[C:6]([CH2:7][CH2:8][N:9]([CH3:14])[C:10]2=[O:13])=[CH:5][CH:4]=1)=C.I([O-])(=O)(=O)=[O:16].[Na+], predict the reaction product. The product is: [CH3:14][N:9]1[CH2:8][CH2:7][C:6]2[C:11](=[CH:12][C:3]([CH:1]=[O:16])=[CH:4][CH:5]=2)[C:10]1=[O:13]. (5) Given the reactants [CH3:1][NH:2][CH3:3].[C:4]([N:11]1[CH2:14][C:13](=O)[CH2:12]1)([O:6][C:7]([CH3:10])([CH3:9])[CH3:8])=[O:5], predict the reaction product. The product is: [CH3:1][N:2]([CH3:3])[CH:13]1[CH2:14][N:11]([C:4]([O:6][C:7]([CH3:10])([CH3:9])[CH3:8])=[O:5])[CH2:12]1.